From a dataset of Reaction yield outcomes from USPTO patents with 853,638 reactions. Predict the reaction yield, written as a fraction of the theoretical maximum amount of product (1.0 means a 100% yield; for example, 0.34 means a 34% yield). The reactants are Br[C:2]1[C:10]2[C:5](=[N:6][CH:7]=[C:8]([NH:11][C:12](=[O:21])[O:13][CH2:14][C:15]3[CH:20]=[CH:19][CH:18]=[CH:17][CH:16]=3)[CH:9]=2)[N:4]([S:22]([C:25]2[CH:31]=[CH:30][C:28]([CH3:29])=[CH:27][CH:26]=2)(=[O:24])=[O:23])[CH:3]=1.[B:32]1([B:32]2[O:36][C:35]([CH3:38])([CH3:37])[C:34]([CH3:40])([CH3:39])[O:33]2)[O:36][C:35]([CH3:38])([CH3:37])[C:34]([CH3:40])([CH3:39])[O:33]1.C([O-])(=O)C.[K+]. The catalyst is O1CCOCC1.C1C=CC([P]([Pd]([P](C2C=CC=CC=2)(C2C=CC=CC=2)C2C=CC=CC=2)([P](C2C=CC=CC=2)(C2C=CC=CC=2)C2C=CC=CC=2)[P](C2C=CC=CC=2)(C2C=CC=CC=2)C2C=CC=CC=2)(C2C=CC=CC=2)C2C=CC=CC=2)=CC=1. The product is [CH3:39][C:34]1([CH3:40])[C:35]([CH3:38])([CH3:37])[O:36][B:32]([C:2]2[C:10]3[C:5](=[N:6][CH:7]=[C:8]([NH:11][C:12](=[O:21])[O:13][CH2:14][C:15]4[CH:20]=[CH:19][CH:18]=[CH:17][CH:16]=4)[CH:9]=3)[N:4]([S:22]([C:25]3[CH:31]=[CH:30][C:28]([CH3:29])=[CH:27][CH:26]=3)(=[O:24])=[O:23])[CH:3]=2)[O:33]1. The yield is 0.730.